Dataset: Forward reaction prediction with 1.9M reactions from USPTO patents (1976-2016). Task: Predict the product of the given reaction. (1) Given the reactants [CH2:1]([O:8][C:9]([N:11]1[CH2:16][CH2:15][CH:14]([CH2:17][NH2:18])[CH2:13][CH2:12]1)=[O:10])[C:2]1[CH:7]=[CH:6][CH:5]=[CH:4][CH:3]=1.[Br:19][C:20]1[CH:21]=[N:22][CH:23]=[CH:24][C:25]=1Br, predict the reaction product. The product is: [CH2:1]([O:8][C:9]([N:11]1[CH2:16][CH2:15][CH:14]([CH2:17][NH:18][C:25]2[CH:24]=[CH:23][N:22]=[CH:21][C:20]=2[Br:19])[CH2:13][CH2:12]1)=[O:10])[C:2]1[CH:7]=[CH:6][CH:5]=[CH:4][CH:3]=1. (2) The product is: [NH2:15][C:10]1[CH:9]=[C:8]([C:6]2[N:7]=[C:2]([NH:23][CH2:22][CH:19]3[CH2:20][CH2:21][O:16][CH2:17][CH2:18]3)[CH:3]=[N:4][CH:5]=2)[C:13]([CH3:14])=[CH:12][N:11]=1. Given the reactants Cl[C:2]1[N:7]=[C:6]([C:8]2[C:13]([CH3:14])=[CH:12][N:11]=[C:10]([NH2:15])[CH:9]=2)[CH:5]=[N:4][CH:3]=1.[O:16]1[CH2:21][CH2:20][CH:19]([CH2:22][NH2:23])[CH2:18][CH2:17]1.CCN(C(C)C)C(C)C.CS(C)=O, predict the reaction product.